From a dataset of Full USPTO retrosynthesis dataset with 1.9M reactions from patents (1976-2016). Predict the reactants needed to synthesize the given product. (1) Given the product [CH2:1]([O:8][C:9]1[C:10]([O:18][CH3:19])=[CH:11][C:12]([C:15](=[O:17])[CH3:16])=[C:13]([N+:20]([O-:22])=[O:21])[CH:14]=1)[C:2]1[CH:3]=[CH:4][CH:5]=[CH:6][CH:7]=1, predict the reactants needed to synthesize it. The reactants are: [CH2:1]([O:8][C:9]1[CH:14]=[CH:13][C:12]([C:15](=[O:17])[CH3:16])=[CH:11][C:10]=1[O:18][CH3:19])[C:2]1[CH:7]=[CH:6][CH:5]=[CH:4][CH:3]=1.[N+:20]([O-])([OH:22])=[O:21].OS(O)(=O)=O.O. (2) Given the product [CH:19]1[C:20]2[C:15](=[CH:14][CH:13]=[CH:22][CH:21]=2)[CH:16]=[CH:17][C:18]=1[NH:1][C:2]1[CH:3]=[C:4]2[C:9](=[CH:10][CH:11]=1)[N:8]=[CH:7][CH:6]=[CH:5]2, predict the reactants needed to synthesize it. The reactants are: [NH2:1][C:2]1[CH:3]=[C:4]2[C:9](=[CH:10][CH:11]=1)[N:8]=[CH:7][CH:6]=[CH:5]2.Br[C:13]1[CH:22]=[CH:21][C:20]2[C:15](=[CH:16][CH:17]=[CH:18][CH:19]=2)[CH:14]=1.CC(C)([O-])C.[Na+]. (3) Given the product [N:1]1([C:8]2[CH:9]=[CH:10][C:11]([N+:15]([O-:17])=[O:16])=[C:12]([NH2:13])[CH:14]=2)[CH2:6][CH2:5][O:4][CH2:3][CH2:2]1, predict the reactants needed to synthesize it. The reactants are: [NH:1]1[CH2:6][CH2:5][O:4][CH2:3][CH2:2]1.Cl[C:8]1[CH:9]=[CH:10][C:11]([N+:15]([O-:17])=[O:16])=[C:12]([CH:14]=1)[NH2:13]. (4) Given the product [F:15][C:12]1[CH:13]=[CH:14][C:9]([NH:8][C:6]2[N:5]=[C:4]([NH:16][CH2:17][CH2:18][CH3:19])[N:3]=[C:2]([NH:23][CH2:20][C:21]#[CH:22])[N:7]=2)=[CH:10][CH:11]=1, predict the reactants needed to synthesize it. The reactants are: Cl[C:2]1[N:7]=[C:6]([NH:8][C:9]2[CH:14]=[CH:13][C:12]([F:15])=[CH:11][CH:10]=2)[N:5]=[C:4]([NH:16][CH2:17][CH2:18][CH3:19])[N:3]=1.[CH2:20]([NH2:23])[C:21]#[CH:22].C([O-])(O)=O.[Na+]. (5) Given the product [C:3]([CH:2]([CH2:13][C:14]([N:16]1[CH2:21][CH2:20][C@H:19]([NH:22][C:23]([O:24][CH2:25][C:26]2[CH:31]=[CH:30][CH:29]=[CH:28][CH:27]=2)=[O:32])[C@H:18]([O:33][CH3:34])[CH2:17]1)=[O:15])[C:1]([O:7][CH3:8])=[O:6])(=[O:4])[CH3:5], predict the reactants needed to synthesize it. The reactants are: [C:1]([O:7][CH3:8])(=[O:6])[CH2:2][C:3]([CH3:5])=[O:4].C[O-].[Na+].Cl[CH2:13][C:14]([N:16]1[CH2:21][CH2:20][C@H:19]([NH:22][C:23](=[O:32])[O:24][CH2:25][C:26]2[CH:31]=[CH:30][CH:29]=[CH:28][CH:27]=2)[C@H:18]([O:33][CH3:34])[CH2:17]1)=[O:15].Cl.